This data is from Full USPTO retrosynthesis dataset with 1.9M reactions from patents (1976-2016). The task is: Predict the reactants needed to synthesize the given product. (1) The reactants are: [C:1]1(=[O:11])[O:6][C:4](=O)[C:3]2=[CH:7][CH:8]=[CH:9][CH:10]=[C:2]12.[CH3:12][O:13][C:14]1[C:15]([N+:22]([O-:24])=[O:23])=[CH:16][C:17]([CH3:21])=[C:18]([NH2:20])[CH:19]=1. Given the product [CH3:12][O:13][C:14]1[C:15]([N+:22]([O-:24])=[O:23])=[CH:16][C:17]([CH3:21])=[C:18]([N:20]2[C:1](=[O:11])[C:2]3[C:3](=[CH:7][CH:8]=[CH:9][CH:10]=3)[C:4]2=[O:6])[CH:19]=1, predict the reactants needed to synthesize it. (2) Given the product [ClH:41].[F:8][C:4]1[CH:5]=[CH:6][CH:7]=[C:2]([F:1])[C:3]=1[S:9]([N:12]1[C:16]([C:17]2[C:18]([F:23])=[N:19][CH:20]=[CH:21][CH:22]=2)=[C:15]([F:24])[C:14]([CH2:25][NH:26][CH3:27])=[CH:13]1)(=[O:10])=[O:11], predict the reactants needed to synthesize it. The reactants are: [F:1][C:2]1[CH:7]=[CH:6][CH:5]=[C:4]([F:8])[C:3]=1[S:9]([N:12]1[C:16]([C:17]2[C:18]([F:23])=[N:19][CH:20]=[CH:21][CH:22]=2)=[C:15]([F:24])[C:14]([CH2:25][N:26](C)[C:27](=O)OC(C)(C)C)=[CH:13]1)(=[O:11])=[O:10].C(OCC)(=O)C.[ClH:41]. (3) Given the product [Br:22][C:21]1[CH:20]=[N:19][C:18]2[NH:1][C:2]3[CH:7]=[CH:6][CH:5]=[C:4]([CH:3]=3)[S:8](=[O:10])(=[O:9])[NH:11][CH2:12][CH2:13][CH2:14][NH:15][C:16]=1[N:17]=2, predict the reactants needed to synthesize it. The reactants are: [NH2:1][C:2]1[CH:3]=[C:4]([S:8]([NH:11][CH2:12][CH2:13][CH2:14][NH:15][C:16]2[C:21]([Br:22])=[CH:20][N:19]=[C:18](Cl)[N:17]=2)(=[O:10])=[O:9])[CH:5]=[CH:6][CH:7]=1.C(#N)C.O.